Dataset: Reaction yield outcomes from USPTO patents with 853,638 reactions. Task: Predict the reaction yield, written as a fraction of the theoretical maximum amount of product (1.0 means a 100% yield; for example, 0.34 means a 34% yield). (1) The catalyst is CN(C)C(=O)C. The product is [CH:18]1([C:16]([NH:15][C:13]2[N:14]=[C:9]3[CH:8]=[CH:7][C:6]([O:5][C:4]4[CH:3]=[C:2]([NH:1][C:30]([C:29]5[C:25]([CH3:24])=[N:26][O:27][C:28]=5[CH3:33])=[O:31])[CH:23]=[CH:22][CH:21]=4)=[N:11][N:10]3[CH:12]=2)=[O:17])[CH2:20][CH2:19]1. The reactants are [NH2:1][C:2]1[CH:3]=[C:4]([CH:21]=[CH:22][CH:23]=1)[O:5][C:6]1[CH:7]=[CH:8][C:9]2[N:10]([CH:12]=[C:13]([NH:15][C:16]([CH:18]3[CH2:20][CH2:19]3)=[O:17])[N:14]=2)[N:11]=1.[CH3:24][C:25]1[C:29]([C:30](Cl)=[O:31])=[C:28]([CH3:33])[O:27][N:26]=1. The yield is 0.730. (2) The reactants are [CH3:1][C:2]1[O:6][N:5]=[C:4]([C:7]2[CH:12]=[CH:11][CH:10]=[CH:9][CH:8]=2)[C:3]=1[CH2:13][O:14][C:15]1[CH:23]=[CH:22][C:18]([C:19]([OH:21])=O)=[CH:17][N:16]=1.F[B-](F)(F)F.[N:29]1(OC(N(C)C)=[N+](C)C)[C:33]2C=CC=CC=2N=N1.C(N(CC)C(C)C)(C)C.CN. The catalyst is CN(C=O)C. The product is [CH3:33][NH:29][C:19](=[O:21])[C:18]1[CH:22]=[CH:23][C:15]([O:14][CH2:13][C:3]2[C:4]([C:7]3[CH:8]=[CH:9][CH:10]=[CH:11][CH:12]=3)=[N:5][O:6][C:2]=2[CH3:1])=[N:16][CH:17]=1. The yield is 0.330. (3) The reactants are [CH3:1][O:2][C:3]1[C:4]([CH3:13])=[CH:5][C:6]([N+:10]([O-])=[O:11])=[C:7]([CH:9]=1)[NH2:8].[N:14]#[C:15][NH2:16].[CH]Cl.[OH-].[Na+]. The catalyst is O. The product is [CH3:1][O:2][C:3]1[C:4]([CH3:13])=[CH:5][C:6]2[N+:10]([O-:11])=[N:14][C:15]([NH2:16])=[N:8][C:7]=2[CH:9]=1. The yield is 0.590.